This data is from Forward reaction prediction with 1.9M reactions from USPTO patents (1976-2016). The task is: Predict the product of the given reaction. (1) Given the reactants C[O:2][C:3](=[O:23])[CH:4]=[CH:5][C:6]1[CH:11]=[CH:10][CH:9]=[C:8]([S:12](=[O:22])(=[O:21])[NH:13][C:14]2[CH:19]=[CH:18][C:17]([CH3:20])=[CH:16][CH:15]=2)[CH:7]=1.CO, predict the reaction product. The product is: [C:17]1([CH3:20])[CH:16]=[CH:15][C:14]([NH:13][S:12]([C:8]2[CH:7]=[C:6]([CH:5]=[CH:4][C:3]([OH:23])=[O:2])[CH:11]=[CH:10][CH:9]=2)(=[O:21])=[O:22])=[CH:19][CH:18]=1. (2) The product is: [C:10]([O:13][C:4]([C@H:5]1[CH2:6][C@H:1]1[C:2]([OH:8])=[O:3])=[O:7])([CH3:12])([CH3:11])[CH3:9]. Given the reactants [C@@H:1]12[CH2:6][C@@H:5]1[C:4](=[O:7])[O:3][C:2]2=[O:8].[CH3:9][C:10]([OH:13])([CH3:12])[CH3:11], predict the reaction product. (3) Given the reactants [C:1]1([CH:7]([C:48]2[CH:53]=[CH:52][CH:51]=[CH:50][CH:49]=2)[N:8]2[CH:13]=[CH:12][CH:11]=[C:10]([C:14]([NH:16][C@@H:17]([CH2:21][CH2:22][CH2:23][CH2:24][NH:25][C:26]([NH:28]S(C3C(C)=C4C(=C(C)C=3C)OC(C)(C)CC4)(=O)=O)=[NH:27])[C:18]([OH:20])=[O:19])=[O:15])[C:9]2=[O:47])[CH:6]=[CH:5][CH:4]=[CH:3][CH:2]=1.[C:54]([OH:60])([C:56]([F:59])([F:58])[F:57])=[O:55], predict the reaction product. The product is: [NH:25]([CH2:24][CH2:23][CH2:22][CH2:21][C@H:17]([NH:16][C:14]([C:10]1[C:9](=[O:47])[N:8]([CH:7]([C:1]2[CH:2]=[CH:3][CH:4]=[CH:5][CH:6]=2)[C:48]2[CH:53]=[CH:52][CH:51]=[CH:50][CH:49]=2)[CH:13]=[CH:12][CH:11]=1)=[O:15])[C:18]([OH:20])=[O:19])[C:26]([NH2:28])=[NH:27].[C:54]([OH:60])([C:56]([F:59])([F:58])[F:57])=[O:55]. (4) Given the reactants C[Si](C)(C)[N-:3][Si](C)(C)C.[Li+].[N:11]1[C:16]2[NH:17][C:18]3[C:23]([C:15]=2[C:14]([C:24]#[N:25])=[CH:13][CH:12]=1)=[CH:22][CH:21]=[CH:20][CH:19]=3, predict the reaction product. The product is: [N:11]1[C:16]2[NH:17][C:18]3[C:23]([C:15]=2[C:14]([C:24]([NH2:3])=[NH:25])=[CH:13][CH:12]=1)=[CH:22][CH:21]=[CH:20][CH:19]=3. (5) Given the reactants [Cl:1][C:2]1[CH:7]=[CH:6][CH:5]=[C:4]([Cl:8])[C:3]=1[NH:9][C:10]1[CH:15]=CC=CC=1.Cl.Cl[CH2:18][CH2:19][NH:20]CCCl.[OH-].[Na+], predict the reaction product. The product is: [Cl:8][C:4]1[CH:5]=[CH:6][CH:7]=[C:2]([Cl:1])[C:3]=1[N:9]1[CH2:10][CH2:15][NH:20][CH2:19][CH2:18]1. (6) Given the reactants [F:1][C:2]1[C:7]([C:8]2[C:9](=[O:34])[NH:10][C:11](=[O:33])[N:12]([CH2:14][CH2:15][CH2:16][N:17]3[CH2:22][C@H:21]4[C@:19]([C:23]5[CH:28]=[CH:27][C:26]([C:29]([F:32])([F:31])[F:30])=[CH:25][CH:24]=5)([CH2:20]4)[CH2:18]3)[CH:13]=2)=[CH:6][CH:5]=[CH:4][N:3]=1.[ClH:35], predict the reaction product. The product is: [ClH:35].[ClH:35].[F:1][C:2]1[C:7]([C:8]2[C:9](=[O:34])[NH:10][C:11](=[O:33])[N:12]([CH2:14][CH2:15][CH2:16][N:17]3[CH2:22][C@H:21]4[C@:19]([C:23]5[CH:28]=[CH:27][C:26]([C:29]([F:32])([F:31])[F:30])=[CH:25][CH:24]=5)([CH2:20]4)[CH2:18]3)[CH:13]=2)=[CH:6][CH:5]=[CH:4][N:3]=1. (7) Given the reactants [CH3:1][N:2]1[CH2:7][CH2:6][C:5]([CH2:16][OH:17])([C:8]2[CH:13]=[CH:12][C:11]([Cl:14])=[C:10]([Cl:15])[CH:9]=2)[CH2:4][CH2:3]1.[H-].[Na+].[C:20]([C:22]1[C:23]([O:36][CH3:37])=[C:24]([CH2:34]I)[C:25]2[C:30]([C:31]=1[O:32][CH3:33])=[CH:29][CH:28]=[CH:27][CH:26]=2)#[N:21], predict the reaction product. The product is: [CH3:1][N:2]1[CH2:3][CH2:4][C:5]([C:8]2[CH:13]=[CH:12][C:11]([Cl:14])=[C:10]([Cl:15])[CH:9]=2)([CH2:16][O:17][CH2:34][C:24]2[C:25]3[C:30](=[CH:29][CH:28]=[CH:27][CH:26]=3)[C:31]([O:32][CH3:33])=[C:22]([C:20]#[N:21])[C:23]=2[O:36][CH3:37])[CH2:6][CH2:7]1.